This data is from Catalyst prediction with 721,799 reactions and 888 catalyst types from USPTO. The task is: Predict which catalyst facilitates the given reaction. Reactant: [F:1][C:2]1[C:21]([F:22])=[C:20]([CH2:23][N:24]2[C:33](=[O:34])[C:32]([C:35](=[O:57])[NH:36][C:37]3[CH:42]=[CH:41][C:40]([C:43]([F:46])([F:45])[F:44])=[CH:39][C:38]=3[C:47]3[CH:52]=[C:51]([C:53]([F:56])([F:55])[F:54])[N:50]=[CH:49][N:48]=3)=[C:31]([OH:58])[C:26]3([CH2:30][CH2:29][CH2:28][CH2:27]3)[N:25]2[CH3:59])[CH:19]=[CH:18][C:3]=1[O:4][CH2:5][CH2:6][O:7][CH2:8][CH2:9][NH:10]C(=O)OC(C)(C)C.C(OCC)(=O)C.Cl. Product: [NH2:10][CH2:9][CH2:8][O:7][CH2:6][CH2:5][O:4][C:3]1[CH:18]=[CH:19][C:20]([CH2:23][N:24]2[C:33](=[O:34])[C:32]([C:35]([NH:36][C:37]3[CH:42]=[CH:41][C:40]([C:43]([F:45])([F:46])[F:44])=[CH:39][C:38]=3[C:47]3[CH:52]=[C:51]([C:53]([F:54])([F:56])[F:55])[N:50]=[CH:49][N:48]=3)=[O:57])=[C:31]([OH:58])[C:26]3([CH2:27][CH2:28][CH2:29][CH2:30]3)[N:25]2[CH3:59])=[C:21]([F:22])[C:2]=1[F:1]. The catalyst class is: 13.